Predict the reaction yield, written as a fraction of the theoretical maximum amount of product (1.0 means a 100% yield; for example, 0.34 means a 34% yield). From a dataset of Reaction yield outcomes from USPTO patents with 853,638 reactions. (1) The reactants are [O:1]1[C:5]2([CH2:10][CH2:9][CH:8]([NH:11][C:12]3[NH:16][N:15]=[CH:14][CH:13]=3)[CH2:7][CH2:6]2)[O:4][CH2:3][CH2:2]1.N12CCCN=C1CCCCC2.[C:28]([C:30]1[CH:35]=[CH:34][CH:33]=[CH:32][C:31]=1[C:36]1[CH:41]=[CH:40][C:39]([CH2:42][CH:43]([C:49](=O)[CH2:50][CH2:51][CH3:52])[C:44](OCC)=[O:45])=[CH:38][C:37]=1[O:54][CH3:55])#[N:29].C(OCC)(=O)C. The catalyst is CCN(C1C=CC=CC=1)CC.O. The product is [O:4]1[C:5]2([CH2:6][CH2:7][CH:8]([N:11]3[C:44](=[O:45])[C:43]([CH2:42][C:39]4[CH:40]=[CH:41][C:36]([C:31]5[C:30]([C:28]#[N:29])=[CH:35][CH:34]=[CH:33][CH:32]=5)=[C:37]([O:54][CH3:55])[CH:38]=4)=[C:49]([CH2:50][CH2:51][CH3:52])[N:16]4[N:15]=[CH:14][CH:13]=[C:12]34)[CH2:9][CH2:10]2)[O:1][CH2:2][CH2:3]1. The yield is 0.700. (2) The reactants are C(O)(C(F)(F)F)=O.[F:8][C:9]1[CH:14]=[CH:13][CH:12]=[C:11]([F:15])[C:10]=1[C:16]1[S:17][CH:18]=[C:19]([C:21]([NH:23][C:24]2[C:25]([N:33]3[CH2:38][CH2:37][CH2:36][C@H:35]([NH:39]C(=O)OC(C)(C)C)[CH2:34]3)=[C:26]3[CH:32]=[CH:31][S:30][C:27]3=[N:28][CH:29]=2)=[O:22])[N:20]=1. The catalyst is C(Cl)Cl. The product is [NH2:39][C@H:35]1[CH2:36][CH2:37][CH2:38][N:33]([C:25]2[C:24]([NH:23][C:21]([C:19]3[N:20]=[C:16]([C:10]4[C:9]([F:8])=[CH:14][CH:13]=[CH:12][C:11]=4[F:15])[S:17][CH:18]=3)=[O:22])=[CH:29][N:28]=[C:27]3[S:30][CH:31]=[CH:32][C:26]=23)[CH2:34]1. The yield is 0.340. (3) The reactants are [F:1][C:2]1[CH:3]=[C:4]2[N:12](S(C3C=CC(C)=CC=3)(=O)=O)[CH:11]=[CH:10][C:5]2=[N:6][C:7]=1[C:8]#[N:9].[OH-].[Na+]. The catalyst is CO.O. The product is [F:1][C:2]1[CH:3]=[C:4]2[NH:12][CH:11]=[CH:10][C:5]2=[N:6][C:7]=1[C:8]#[N:9]. The yield is 0.600. (4) The reactants are [CH3:1][C:2]1[CH:10]=[CH:9][C:8]2[NH:7][C:6]3[CH2:11][CH2:12][N:13]([C:15]([O:17][CH2:18][CH3:19])=[O:16])[CH2:14][C:5]=3[C:4]=2[CH:3]=1.[CH2:20]([CH:22]1[O:24][CH2:23]1)Br.[NH4+].[Cl-]. No catalyst specified. The product is [CH3:1][C:2]1[CH:10]=[CH:9][C:8]2[N:7]([CH2:20][CH:22]3[CH2:23][O:24]3)[C:6]3[CH2:11][CH2:12][N:13]([C:15]([O:17][CH2:18][CH3:19])=[O:16])[CH2:14][C:5]=3[C:4]=2[CH:3]=1. The yield is 0.490. (5) The reactants are BrC1C=CC(Br)=CC=1C1[O:10][C:11]([C:14]2[CH:19]=[CH:18][C:17]([O:20][CH2:21][CH2:22][CH2:23][CH2:24][CH2:25][CH2:26][CH2:27][CH3:28])=[CH:16][CH:15]=2)=[N:12][N:13]=1.[Br:29][C:30]1[CH:31]=[C:32]([CH:36]=[C:37]([Br:39])[CH:38]=1)[C:33](Cl)=[O:34]. No catalyst specified. The product is [Br:29][C:30]1[CH:31]=[C:32]([CH:36]=[C:37]([Br:39])[CH:38]=1)[C:33]([NH:13][NH:12][C:11](=[O:10])[C:14]1[CH:19]=[CH:18][C:17]([O:20][CH2:21][CH2:22][CH2:23][CH2:24][CH2:25][CH2:26][CH2:27][CH3:28])=[CH:16][CH:15]=1)=[O:34]. The yield is 0.360. (6) The yield is 0.850. The product is [NH2:6][C:5]1[CH:13]=[CH:14][C:2]([CH3:1])=[CH:3][C:4]=1[S:9]([NH2:8])(=[O:10])=[O:11]. The catalyst is OS(O)(=O)=O. The reactants are [CH3:1][C:2]1[CH:14]=[CH:13][C:5]2[NH:6]C(=O)[NH:8][S:9](=[O:11])(=[O:10])[C:4]=2[CH:3]=1.[OH-].[Na+]. (7) The reactants are [Br-].[O:2]1[C:6]2[CH:7]=[CH:8][C:9]([C:11](=[O:21])[CH:12]([C:14]3[CH:19]=[CH:18][CH:17]=[C:16]([CH3:20])[NH+:15]=3)Br)=[CH:10][C:5]=2[O:4][CH2:3]1.[C:22]([O-:25])(=[O:24])[CH3:23].[K+].C(=O)([O-])O.[Na+]. The catalyst is CN(C)C=O. The product is [O:2]1[C:6]2[CH:7]=[CH:8][C:9]([C:11](=[O:21])[CH:12]([O:25][C:22](=[O:24])[CH3:23])[C:14]3[CH:19]=[CH:18][CH:17]=[C:16]([CH3:20])[N:15]=3)=[CH:10][C:5]=2[O:4][CH2:3]1. The yield is 0.710. (8) The reactants are C([O:3][C:4](=O)[CH2:5][N:6]([CH2:16][C:17]1[C:18]([NH2:24])=[N:19][CH:20]=[C:21]([Br:23])[CH:22]=1)[CH2:7][CH2:8][CH2:9][N:10]1[CH2:15][CH2:14][O:13][CH2:12][CH2:11]1)C.[H-].[Na+]. The catalyst is CS(C)=O.O. The product is [Br:23][C:21]1[CH:20]=[N:19][C:18]2[NH:24][C:4](=[O:3])[CH2:5][N:6]([CH2:7][CH2:8][CH2:9][N:10]3[CH2:15][CH2:14][O:13][CH2:12][CH2:11]3)[CH2:16][C:17]=2[CH:22]=1. The yield is 0.550.